This data is from Full USPTO retrosynthesis dataset with 1.9M reactions from patents (1976-2016). The task is: Predict the reactants needed to synthesize the given product. (1) Given the product [N:22]1([CH2:20][C:15]2[NH:16][C:17]3[C:13]([CH:14]=2)=[CH:12][C:11]([O:10][C:2]2[S:1][C:5]4[CH:6]=[CH:7][CH:8]=[CH:9][C:4]=4[N:3]=2)=[CH:19][CH:18]=3)[CH2:27][CH2:26][CH2:25][CH2:24][CH2:23]1, predict the reactants needed to synthesize it. The reactants are: [S:1]1[C:5]2[CH:6]=[CH:7][CH:8]=[CH:9][C:4]=2[N:3]=[C:2]1[O:10][C:11]1[CH:12]=[C:13]2[C:17](=[CH:18][CH:19]=1)[NH:16][C:15]([C:20]([N:22]1[CH2:27][CH2:26][CH2:25][CH2:24][CH2:23]1)=O)=[CH:14]2.[H-].[H-].[H-].[H-].[Li+].[Al+3].O. (2) Given the product [CH2:31]([S:1][C:2]1[N:3]([C:13]2[CH:14]=[CH:15][C:16]([O:19][CH2:20][C:21]([F:24])([F:23])[F:22])=[CH:17][CH:18]=2)[C:4](=[O:12])[C:5]2[CH2:10][C:9](=[O:11])[NH:8][C:6]=2[N:7]=1)[CH2:32][CH3:33], predict the reactants needed to synthesize it. The reactants are: [S:1]=[C:2]1[NH:7][C:6]2[NH:8][C:9](=[O:11])[CH2:10][C:5]=2[C:4](=[O:12])[N:3]1[C:13]1[CH:18]=[CH:17][C:16]([O:19][CH2:20][C:21]([F:24])([F:23])[F:22])=[CH:15][CH:14]=1.C(=O)([O-])O.[Na+].I[CH2:31][CH2:32][CH3:33].C(#N)C. (3) Given the product [F:21][C:10]1[CH:9]=[C:8]([CH2:7][CH2:23][OH:22])[CH:13]=[CH:12][C:11]=1[O:14][CH2:15][O:16][CH2:17][CH2:18][O:19][CH3:20], predict the reactants needed to synthesize it. The reactants are: [BH4-].[Li+].C(O[CH2:7][C:8]1[CH:13]=[CH:12][C:11]([O:14][CH2:15][O:16][CH2:17][CH2:18][O:19][CH3:20])=[C:10]([F:21])[CH:9]=1)(=O)C.[O:22]1CCC[CH2:23]1. (4) Given the product [N:12]1([C:17]2[CH:18]=[CH:19][C:20]([CH2:21][C:22]3[C:23]([O:42][CH3:43])=[N:24][C:25]4[C:30]([C:31]=3[Cl:32])=[CH:29][C:28]([C:33]([C:35]3[N:39]([CH3:40])[C:38]([CH3:41])=[N:37][CH:36]=3)([C:11]3[N:7]([CH3:6])[N:8]=[N:9][CH:10]=3)[OH:34])=[CH:27][CH:26]=4)=[CH:44][CH:45]=2)[CH:16]=[CH:15][CH:14]=[N:13]1, predict the reactants needed to synthesize it. The reactants are: C([Li])CCC.[CH3:6][N:7]1[CH:11]=[CH:10][N:9]=[N:8]1.[N:12]1([C:17]2[CH:45]=[CH:44][C:20]([CH2:21][C:22]3[C:23]([O:42][CH3:43])=[N:24][C:25]4[C:30]([C:31]=3[Cl:32])=[CH:29][C:28]([C:33]([C:35]3[N:39]([CH3:40])[C:38]([CH3:41])=[N:37][CH:36]=3)=[O:34])=[CH:27][CH:26]=4)=[CH:19][CH:18]=2)[CH:16]=[CH:15][CH:14]=[N:13]1.O. (5) Given the product [CH3:14][C:15]1[CH:16]=[C:17]2[C:6](=[CH:5][C:20]=1[CH3:19])[NH:1][CH:8]=[C:7]2[C:9]([O:13][CH2:14][C:15]1[CH:20]=[CH:19][CH:18]=[CH:17][CH:16]=1)=[O:12], predict the reactants needed to synthesize it. The reactants are: [N:1]12[CH2:8][CH2:7]N([CH2:5][CH2:6]1)CC2.[C:9]([O:13][CH2:14][C:15]1[CH:20]=[CH:19][CH:18]=[C:17](NC2C=C(C)C(C)=CC=2I)[CH:16]=1)(=[O:12])C=C. (6) The reactants are: [C:1](Cl)(=[O:5])[CH2:2][CH2:3][CH3:4].[F:7][C:8]1[C:16]([F:17])=[C:15]2[C:11]([C:12]([NH2:18])=[N:13][NH:14]2)=[CH:10][CH:9]=1. Given the product [F:7][C:8]1[C:16]([F:17])=[C:15]2[C:11]([C:12]([NH:18][C:1](=[O:5])[CH2:2][CH2:3][CH3:4])=[N:13][NH:14]2)=[CH:10][CH:9]=1, predict the reactants needed to synthesize it. (7) The reactants are: [CH2:1]1[C:3]2([CH2:8][CH2:7][CH2:6][CH2:5][N:4]2[C:9]2[N:13]3[CH:14]=[C:15]([O:18][C@H:19]4[C:28]5[C:23](=[CH:24][CH:25]=[CH:26][CH:27]=5)[C@@H:22]([NH2:29])[CH2:21][CH2:20]4)[CH:16]=[CH:17][C:12]3=[N:11][N:10]=2)[CH2:2]1.ClC(Cl)(Cl)C[O:33][C:34](=O)[NH:35][C:36]1[N:37]([C:45]2[CH:50]=[CH:49][CH:48]=[C:47]([O:51][CH2:52][CH2:53][OH:54])[CH:46]=2)[N:38]=[C:39]([C:41]([CH3:44])([CH3:43])[CH3:42])[CH:40]=1.CCN(C(C)C)C(C)C. Given the product [CH2:2]1[C:3]2([CH2:8][CH2:7][CH2:6][CH2:5][N:4]2[C:9]2[N:13]3[CH:14]=[C:15]([O:18][C@H:19]4[C:28]5[C:23](=[CH:24][CH:25]=[CH:26][CH:27]=5)[C@@H:22]([NH:29][C:34]([NH:35][C:36]5[N:37]([C:45]6[CH:50]=[CH:49][CH:48]=[C:47]([O:51][CH2:52][CH2:53][OH:54])[CH:46]=6)[N:38]=[C:39]([C:41]([CH3:44])([CH3:43])[CH3:42])[CH:40]=5)=[O:33])[CH2:21][CH2:20]4)[CH:16]=[CH:17][C:12]3=[N:11][N:10]=2)[CH2:1]1, predict the reactants needed to synthesize it.